Dataset: Forward reaction prediction with 1.9M reactions from USPTO patents (1976-2016). Task: Predict the product of the given reaction. (1) Given the reactants [Cl:1][C:2]1[N:7]=[C:6]([C:8]2[S:12][C:11]([CH:13]([CH3:15])[CH3:14])=[N:10][C:9]=2[C:16]2[CH:17]=[C:18]([CH:20]=[CH:21][CH:22]=2)[NH2:19])[CH:5]=[CH:4][N:3]=1.[N:23]1[CH:28]=[CH:27][CH:26]=[C:25]([S:29](Cl)(=[O:31])=[O:30])[CH:24]=1, predict the reaction product. The product is: [Cl:1][C:2]1[N:7]=[C:6]([C:8]2[S:12][C:11]([CH:13]([CH3:15])[CH3:14])=[N:10][C:9]=2[C:16]2[CH:17]=[C:18]([NH:19][S:29]([C:25]3[CH:24]=[N:23][CH:28]=[CH:27][CH:26]=3)(=[O:31])=[O:30])[CH:20]=[CH:21][CH:22]=2)[CH:5]=[CH:4][N:3]=1. (2) Given the reactants [CH:1]1([N:4]2[C:13]3[C:8](=[CH:9][C:10]([F:19])=[C:11]([F:18])[C:12]=3[O:14]C(C)C)[C:7](=[O:20])[C:6]([C:21]([O:23][CH2:24][CH3:25])=[O:22])=[CH:5]2)[CH2:3][CH2:2]1.[N+:26]([O-])([O-:28])=[O:27].[K+], predict the reaction product. The product is: [CH:1]1([N:4]2[C:13]3[C:8](=[C:9]([N+:26]([O-:28])=[O:27])[C:10]([F:19])=[C:11]([F:18])[C:12]=3[OH:14])[C:7](=[O:20])[C:6]([C:21]([O:23][CH2:24][CH3:25])=[O:22])=[CH:5]2)[CH2:3][CH2:2]1. (3) Given the reactants [F:1][C:2]1[CH:7]=[C:6](B2OC(C)(C)C(C)(C)O2)[CH:5]=[CH:4][C:3]=1[C:17]1[N:18]=[CH:19][C:20]([NH2:23])=[N:21][CH:22]=1.Br[C:25]1[CH:30]=[CH:29][CH:28]=[CH:27][C:26]=1[S:31]([NH:34][C@@H:35]([C@@H:38]([CH3:41])[CH2:39][CH3:40])[CH2:36][OH:37])(=[O:33])=[O:32], predict the reaction product. The product is: [NH2:23][C:20]1[N:21]=[CH:22][C:17]([C:3]2[CH:4]=[CH:5][C:6]([C:25]3[C:26]([S:31]([NH:34][C@H:35]([CH2:36][OH:37])[C@@H:38]([CH3:41])[CH2:39][CH3:40])(=[O:33])=[O:32])=[CH:27][CH:28]=[CH:29][CH:30]=3)=[CH:7][C:2]=2[F:1])=[N:18][CH:19]=1. (4) Given the reactants [CH3:1][C:2]1([CH3:18])[CH2:7][C:6](=O)[CH2:5][CH:4]([C:9]2[CH:14]=[CH:13][N:12]=[CH:11][C:10]=2[N+:15]([O-:17])=[O:16])[O:3]1.[CH2:19]([NH2:26])[C:20]1[CH:25]=[CH:24][CH:23]=[CH:22][CH:21]=1.[Li+].[BH4-], predict the reaction product. The product is: [CH2:19]([NH:26][C@H:6]1[CH2:5][C@H:4]([C:9]2[CH:14]=[CH:13][N:12]=[CH:11][C:10]=2[N+:15]([O-:17])=[O:16])[O:3][C:2]([CH3:18])([CH3:1])[CH2:7]1)[C:20]1[CH:25]=[CH:24][CH:23]=[CH:22][CH:21]=1. (5) Given the reactants Br[C:2]1[C:7]([NH:8][C:9](=[O:15])[O:10][C:11]([CH3:14])([CH3:13])[CH3:12])=[CH:6][CH:5]=[CH:4][N:3]=1.C([Li])CCC.[C:21](OCC)(=[O:27])[C:22]([O:24][CH2:25][CH3:26])=[O:23], predict the reaction product. The product is: [C:11]([O:10][C:9]([NH:8][C:7]1[C:2]([C:21](=[O:27])[C:22]([O:24][CH2:25][CH3:26])=[O:23])=[N:3][CH:4]=[CH:5][CH:6]=1)=[O:15])([CH3:14])([CH3:13])[CH3:12]. (6) Given the reactants C(OC([N:8]1[CH2:41][CH2:40][C:11]2([CH2:14][N:13]([C:15]3[C:24]4[O:23][CH2:22][CH2:21][N:20]([CH3:25])[C:19]=4[C:18]4=[N:26][N:27]=[C:28]([C:29]5[CH:34]=[CH:33][CH:32]=[C:31]([O:35][C:36]([F:39])([F:38])[F:37])[CH:30]=5)[N:17]4[N:16]=3)[CH2:12]2)[CH2:10][CH2:9]1)=O)(C)(C)C.Cl, predict the reaction product. The product is: [CH2:12]1[C:11]2([CH2:10][CH2:9][NH:8][CH2:41][CH2:40]2)[CH2:14][N:13]1[C:15]1[C:24]2[O:23][CH2:22][CH2:21][N:20]([CH3:25])[C:19]=2[C:18]2=[N:26][N:27]=[C:28]([C:29]3[CH:34]=[CH:33][CH:32]=[C:31]([O:35][C:36]([F:38])([F:39])[F:37])[CH:30]=3)[N:17]2[N:16]=1.